Dataset: Forward reaction prediction with 1.9M reactions from USPTO patents (1976-2016). Task: Predict the product of the given reaction. Given the reactants BrC1C=CC=C([CH2:8][O:9][Si](C(C)(C)C)(C)C)N=1.[C:17]([N:20]1[C:29]2[C:24](=[CH:25][C:26]([C:30]#[N:31])=[CH:27][CH:28]=2)[C@H:23]([NH2:32])[C@@H:22]([CH3:33])[C@@H:21]1[CH:34]1[CH2:36][CH2:35]1)(=[O:19])[CH3:18].CCCC[N+:41]([CH2:50][CH2:51][CH2:52][CH3:53])([CH2:46][CH2:47]CC)CCCC.[F-].OO, predict the reaction product. The product is: [C:17]([N:20]1[C:29]2[C:24](=[CH:25][C:26]([C:30]#[N:31])=[CH:27][CH:28]=2)[C@H:23]([NH:32][C:50]2[C:51]([CH2:8][OH:9])=[CH:52][CH:53]=[C:46]([CH3:47])[N:41]=2)[C@@H:22]([CH3:33])[C@@H:21]1[CH:34]1[CH2:36][CH2:35]1)(=[O:19])[CH3:18].